Dataset: Experimentally validated miRNA-target interactions with 360,000+ pairs, plus equal number of negative samples. Task: Binary Classification. Given a miRNA mature sequence and a target amino acid sequence, predict their likelihood of interaction. The miRNA is hsa-miR-18b-3p with sequence UGCCCUAAAUGCCCCUUCUGGC. The protein sequence of the target gene is MLRLSLPPNVSMGFRLVALVALLFSHVDHITADTEAETGGNETTECTGSYYCKKGVILPIWEPQDPSFGDKIARATVYFVAMVYMFLGVSIIADRFMSSIEVITSQEKEITIKKPNGETTKTTVRIWNETVSNLTLMALGSSAPEILLSVIEVCGHNFTAGDLGPSTIVGSAAFNMFIIIALCVYVVPDGETRKIKHLRVFFVTAAWSIFAYTWLYIILSVSSPGVVEVWEGLLTFFFFPICVVFAWVADRRLLFYKYVYKRYRAGKQRGMIIEHEGDRPASKTEIEMDGKVVNSHVDNF.... Result: 0 (no interaction).